This data is from Catalyst prediction with 721,799 reactions and 888 catalyst types from USPTO. The task is: Predict which catalyst facilitates the given reaction. (1) Reactant: [Cl:1][C:2]1[CH:7]=[CH:6][C:5]([C:8]2([C:12]([OH:14])=O)[CH2:11][CH2:10][CH2:9]2)=[CH:4][CH:3]=1.[CH3:15][O:16][C:17]1[CH:22]=[CH:21][C:20]([CH2:23][CH2:24][NH2:25])=[CH:19][CH:18]=1.Cl.CN(C)CCCN=C=NCC. Product: [Cl:1][C:2]1[CH:3]=[CH:4][C:5]([C:8]2([C:12]([NH:25][CH2:24][CH2:23][C:20]3[CH:21]=[CH:22][C:17]([O:16][CH3:15])=[CH:18][CH:19]=3)=[O:14])[CH2:9][CH2:10][CH2:11]2)=[CH:6][CH:7]=1. The catalyst class is: 119. (2) Reactant: [OH-].[Na+].O.C([O:6][C:7](=[O:45])[CH2:8][C:9]1[N:10]=[C:11]([C:14]2[CH:19]=[CH:18][C:17]([C:20]([CH2:42][CH3:43])([C:23]3[CH:28]=[CH:27][C:26](/[CH:29]=[CH:30]/[C:31]([OH:40])([C:36]([F:39])([F:38])[F:37])[C:32]([F:35])([F:34])[F:33])=[C:25]([CH3:41])[CH:24]=3)[CH2:21][CH3:22])=[CH:16][C:15]=2[CH3:44])[S:12][CH:13]=1)C.Cl. Product: [CH2:21]([C:20]([C:17]1[CH:18]=[CH:19][C:14]([C:11]2[S:12][CH:13]=[C:9]([CH2:8][C:7]([OH:45])=[O:6])[N:10]=2)=[C:15]([CH3:44])[CH:16]=1)([C:23]1[CH:28]=[CH:27][C:26](/[CH:29]=[CH:30]/[C:31]([OH:40])([C:36]([F:37])([F:38])[F:39])[C:32]([F:34])([F:35])[F:33])=[C:25]([CH3:41])[CH:24]=1)[CH2:42][CH3:43])[CH3:22]. The catalyst class is: 5. (3) Reactant: [N+:1]([C:4]1[CH:12]=[CH:11][C:7]([C:8](Cl)=[O:9])=[CH:6][CH:5]=1)([O-:3])=[O:2].[CH2:13]([O:20][C:21]([NH:23][C@@H:24]([CH2:29][S:30][C:31]1[CH:36]=[CH:35][CH:34]=[CH:33][CH:32]=1)[C@@H:25]([OH:28])[CH2:26]O)=[O:22])[C:14]1[CH:19]=[CH:18][CH:17]=[CH:16][CH:15]=1.C(N(CC)CC)C.[CH3:44][S:45](Cl)(=[O:47])=[O:46]. Product: [CH2:13]([O:20][C:21]([NH:23][C@@H:24]([CH2:29][S:30][C:31]1[CH:36]=[CH:35][CH:34]=[CH:33][CH:32]=1)[C@@H:25]([O:28][S:45]([CH3:44])(=[O:47])=[O:46])[CH2:26][O:9][CH2:8][C:7]1[CH:11]=[CH:12][C:4]([N+:1]([O-:3])=[O:2])=[CH:5][CH:6]=1)=[O:22])[C:14]1[CH:19]=[CH:18][CH:17]=[CH:16][CH:15]=1. The catalyst class is: 7. (4) Reactant: [Cl:1][C:2]1[CH:3]=[C:4]([C:9]2[NH:13][N:12]=[C:11]([N:14]3[CH2:23][CH2:22][C:17]4(OCC[O:18]4)[CH2:16][CH2:15]3)[CH:10]=2)[CH:5]=[CH:6][C:7]=1[Cl:8].Cl. Product: [Cl:1][C:2]1[CH:3]=[C:4]([C:9]2[NH:13][N:12]=[C:11]([N:14]3[CH2:15][CH2:16][C:17](=[O:18])[CH2:22][CH2:23]3)[CH:10]=2)[CH:5]=[CH:6][C:7]=1[Cl:8]. The catalyst class is: 12. (5) Reactant: C(NC(C)C)(C)C.C([Li])CCC.CCCCCC.CN1C(=O)N(C)CCC1.[CH:28]1([C:38]([O:40][CH3:41])=[O:39])[CH2:33][CH2:32][CH2:31][CH:30]([C:34]([O:36][CH3:37])=[O:35])[CH2:29]1.[I:42][CH2:43]I. Product: [I:42][CH2:43][C:30]1([C:34]([O:36][CH3:37])=[O:35])[CH2:31][CH2:32][CH2:33][CH:28]([C:38]([O:40][CH3:41])=[O:39])[CH2:29]1. The catalyst class is: 1.